This data is from NCI-60 drug combinations with 297,098 pairs across 59 cell lines. The task is: Regression. Given two drug SMILES strings and cell line genomic features, predict the synergy score measuring deviation from expected non-interaction effect. (1) Cell line: U251. Drug 1: CC1=C2C(C(=O)C3(C(CC4C(C3C(C(C2(C)C)(CC1OC(=O)C(C(C5=CC=CC=C5)NC(=O)OC(C)(C)C)O)O)OC(=O)C6=CC=CC=C6)(CO4)OC(=O)C)O)C)O. Drug 2: CC1=C(N=C(N=C1N)C(CC(=O)N)NCC(C(=O)N)N)C(=O)NC(C(C2=CN=CN2)OC3C(C(C(C(O3)CO)O)O)OC4C(C(C(C(O4)CO)O)OC(=O)N)O)C(=O)NC(C)C(C(C)C(=O)NC(C(C)O)C(=O)NCCC5=NC(=CS5)C6=NC(=CS6)C(=O)NCCC[S+](C)C)O. Synergy scores: CSS=49.2, Synergy_ZIP=-4.08, Synergy_Bliss=-2.24, Synergy_Loewe=1.89, Synergy_HSA=3.50. (2) Drug 2: C1=CC(=CC=C1CC(C(=O)O)N)N(CCCl)CCCl.Cl. Cell line: K-562. Drug 1: C1CCC(CC1)NC(=O)N(CCCl)N=O. Synergy scores: CSS=44.2, Synergy_ZIP=14.6, Synergy_Bliss=17.3, Synergy_Loewe=12.2, Synergy_HSA=15.2. (3) Drug 1: CC1=C(C(CCC1)(C)C)C=CC(=CC=CC(=CC(=O)O)C)C. Synergy scores: CSS=19.0, Synergy_ZIP=2.37, Synergy_Bliss=2.76, Synergy_Loewe=4.64, Synergy_HSA=4.75. Drug 2: CCC1(CC2CC(C3=C(CCN(C2)C1)C4=CC=CC=C4N3)(C5=C(C=C6C(=C5)C78CCN9C7C(C=CC9)(C(C(C8N6C)(C(=O)OC)O)OC(=O)C)CC)OC)C(=O)OC)O.OS(=O)(=O)O. Cell line: HT29. (4) Drug 1: C1=CC(=CC=C1CCCC(=O)O)N(CCCl)CCCl. Drug 2: CN1C(=O)N2C=NC(=C2N=N1)C(=O)N. Cell line: RXF 393. Synergy scores: CSS=16.7, Synergy_ZIP=-0.374, Synergy_Bliss=5.96, Synergy_Loewe=-3.02, Synergy_HSA=4.44. (5) Cell line: HCT116. Drug 1: CC1CCC2CC(C(=CC=CC=CC(CC(C(=O)C(C(C(=CC(C(=O)CC(OC(=O)C3CCCCN3C(=O)C(=O)C1(O2)O)C(C)CC4CCC(C(C4)OC)O)C)C)O)OC)C)C)C)OC. Drug 2: CS(=O)(=O)CCNCC1=CC=C(O1)C2=CC3=C(C=C2)N=CN=C3NC4=CC(=C(C=C4)OCC5=CC(=CC=C5)F)Cl. Synergy scores: CSS=6.92, Synergy_ZIP=2.91, Synergy_Bliss=12.4, Synergy_Loewe=8.79, Synergy_HSA=8.42.